Regression. Given a peptide amino acid sequence and an MHC pseudo amino acid sequence, predict their binding affinity value. This is MHC class II binding data. From a dataset of Peptide-MHC class II binding affinity with 134,281 pairs from IEDB. (1) The peptide sequence is ERFAVNPGLLETSEGCR. The MHC is DRB1_1501 with pseudo-sequence DRB1_1501. The binding affinity (normalized) is 0.189. (2) The peptide sequence is GGVVQPGRSLRLSCA. The MHC is DRB1_0701 with pseudo-sequence DRB1_0701. The binding affinity (normalized) is 0.723. (3) The peptide sequence is NAGFKAALAAAAGVP. The MHC is HLA-DQA10201-DQB10202 with pseudo-sequence HLA-DQA10201-DQB10202. The binding affinity (normalized) is 0.0182. (4) The peptide sequence is GSYEVKATGSASSMING. The MHC is DRB1_0701 with pseudo-sequence DRB1_0701. The binding affinity (normalized) is 0.751. (5) The binding affinity (normalized) is 0.701. The MHC is DRB1_0404 with pseudo-sequence DRB1_0404. The peptide sequence is EVFFQRLGIASGRARY. (6) The peptide sequence is TSLLISWGHYPLHLR. The MHC is DRB1_0301 with pseudo-sequence DRB1_0301. The binding affinity (normalized) is 0.223. (7) The peptide sequence is DGDMVPHISRQRLTK. The MHC is DRB1_0101 with pseudo-sequence DRB1_0101. The binding affinity (normalized) is 0.786. (8) The peptide sequence is LENDNQLLYNYPGAL. The MHC is DRB1_0401 with pseudo-sequence DRB1_0401. The binding affinity (normalized) is 0.0311. (9) The peptide sequence is SPIINREGKVVGLYG. The MHC is DRB1_0701 with pseudo-sequence DRB1_0701. The binding affinity (normalized) is 0.127. (10) The peptide sequence is PEQPFPEQPEQ. The MHC is DRB1_1501 with pseudo-sequence DRB1_1501. The binding affinity (normalized) is 0.